From a dataset of Reaction yield outcomes from USPTO patents with 853,638 reactions. Predict the reaction yield, written as a fraction of the theoretical maximum amount of product (1.0 means a 100% yield; for example, 0.34 means a 34% yield). (1) The reactants are [F:1][C:2]1[CH:33]=[CH:32][C:5]([CH2:6][NH:7][C:8]([C:10]2[S:18][C:17]3[N:12]([C:13](=[O:31])[N:14]([CH2:21][C:22]4[CH:30]=[CH:29][C:25]([C:26]([OH:28])=[O:27])=[CH:24][CH:23]=4)[C:15](=[O:20])[C:16]=3[CH3:19])[CH:11]=2)=[O:9])=[CH:4][CH:3]=1.[CH3:34][N:35]([CH2:37][CH2:38]O)[CH3:36]. The catalyst is C(OCC)(=O)C. The product is [CH3:34][N:35]([CH3:36])[CH2:37][CH2:38][O:27][C:26](=[O:28])[C:25]1[CH:24]=[CH:23][C:22]([CH2:21][N:14]2[C:15](=[O:20])[C:16]([CH3:19])=[C:17]3[S:18][C:10]([C:8](=[O:9])[NH:7][CH2:6][C:5]4[CH:4]=[CH:3][C:2]([F:1])=[CH:33][CH:32]=4)=[CH:11][N:12]3[C:13]2=[O:31])=[CH:30][CH:29]=1. The yield is 0.300. (2) The reactants are [C:1]([C:4]1[C:12]2[C:7](=[CH:8][CH:9]=[C:10]([CH2:13][N:14]([CH3:28])[C:15]([CH2:17][CH2:18][CH2:19][NH:20][C:21](=[O:27])[O:22][C:23]([CH3:26])([CH3:25])[CH3:24])=[O:16])[CH:11]=2)[N:6]([C:29]2[CH:34]=[C:33](I)[CH:32]=[CH:31][N:30]=2)[N:5]=1)(=[O:3])[NH2:2].[C:36]([C@:38]1([OH:45])[CH2:42][CH2:41][N:40]([CH3:43])[C:39]1=[O:44])#[CH:37]. No catalyst specified. The product is [C:1]([C:4]1[C:12]2[C:7](=[CH:8][CH:9]=[C:10]([CH2:13][N:14]([CH3:28])[C:15]([CH2:17][CH2:18][CH2:19][NH:20][C:21](=[O:27])[O:22][C:23]([CH3:26])([CH3:25])[CH3:24])=[O:16])[CH:11]=2)[N:6]([C:29]2[CH:34]=[C:33]([C:37]#[C:36][C@:38]3([OH:45])[CH2:42][CH2:41][N:40]([CH3:43])[C:39]3=[O:44])[CH:32]=[CH:31][N:30]=2)[N:5]=1)(=[O:3])[NH2:2]. The yield is 0.610. (3) The reactants are [Cl:1][C:2]1[C:7]([N+:8]([O-])=O)=[C:6]([O:11][CH3:12])[N:5]=[C:4]([N:13]2[CH2:18][CH2:17][O:16][CH2:15][CH2:14]2)[CH:3]=1. The yield is 0.610. The product is [Cl:1][C:2]1[CH:3]=[C:4]([N:13]2[CH2:18][CH2:17][O:16][CH2:15][CH2:14]2)[N:5]=[C:6]([O:11][CH3:12])[C:7]=1[NH2:8]. The catalyst is Cl. (4) The reactants are [CH3:1][CH:2]([C:4]1[NH:13][C:12]2[N:11]3[CH:14]=[C:15]([C:17]4[O:18][CH:19]=[N:20][N:21]=4)[N:16]=[C:10]3[CH:9]=[CH:8][C:7]=2[C:6](=O)[CH:5]=1)[CH3:3].O=P(Cl)(Cl)[Cl:25]. No catalyst specified. The product is [Cl:25][C:6]1[C:7]2[CH:8]=[CH:9][C:10]3[N:11]([CH:14]=[C:15]([C:17]4[O:18][CH:19]=[N:20][N:21]=4)[N:16]=3)[C:12]=2[N:13]=[C:4]([CH:2]([CH3:3])[CH3:1])[CH:5]=1. The yield is 0.290. (5) The reactants are [CH3:1][O:2][C:3](=[O:21])[C:4]1[CH:9]=[C:8]([CH:10]([OH:12])[CH3:11])[C:7]([C:13]([F:16])([F:15])[F:14])=[CH:6][C:5]=1[NH:17]C(=O)C.O.[C:23]1(C)C=CC(S(O)(=O)=O)=C[CH:24]=1.CCOC(C)=O. The catalyst is CCO. The product is [CH3:1][O:2][C:3](=[O:21])[C:4]1[CH:9]=[C:8]([CH:10]([O:12][CH2:23][CH3:24])[CH3:11])[C:7]([C:13]([F:14])([F:15])[F:16])=[CH:6][C:5]=1[NH2:17]. The yield is 0.570.